This data is from Forward reaction prediction with 1.9M reactions from USPTO patents (1976-2016). The task is: Predict the product of the given reaction. (1) Given the reactants COC1C=C[C:6]([CH2:7][NH:8][CH2:9][CH2:10][NH:11][C:12]([C:14]2[S:15][CH:16]=[CH:17][C:18]=2[NH:19][C:20]2[CH:25]=[CH:24][N:23]=[C:22]3[NH:26][CH:27]=[CH:28][C:21]=23)=[O:13])=[CH:5]C=1.[O:31]1[CH:35]=CC(C=O)=[CH:32]1, predict the reaction product. The product is: [O:31]1[CH:35]=[CH:5][C:6]([CH2:7][NH:8][CH2:9][CH2:10][NH:11][C:12]([C:14]2[S:15][CH:16]=[CH:17][C:18]=2[NH:19][C:20]2[CH:25]=[CH:24][N:23]=[C:22]3[NH:26][CH:27]=[CH:28][C:21]=23)=[O:13])=[CH:32]1. (2) Given the reactants C1O[C:4]2([CH2:13][CH2:12][C:7]3([CH2:11][O:10][CH2:9][CH2:8]3)[CH2:6][CH2:5]2)[O:3]C1.C(O)(=O)C, predict the reaction product. The product is: [CH2:8]1[C:7]2([CH2:12][CH2:13][C:4](=[O:3])[CH2:5][CH2:6]2)[CH2:11][O:10][CH2:9]1. (3) The product is: [CH3:37][N:23]1[C:24]([NH:25][C:26](=[O:36])[CH2:27][C@@H:28]([C:30]2[CH:31]=[CH:32][CH:33]=[CH:34][CH:35]=2)[CH3:29])=[C:20]([C:17]2[CH:18]=[CH:19][C:14]([C:11]3[CH:12]=[CH:13][C:8]([C:5]4([C:3]([OH:4])=[O:2])[CH2:6][CH2:7]4)=[CH:9][CH:10]=3)=[CH:15][CH:16]=2)[CH:21]=[N:22]1. Given the reactants C[O:2][C:3]([C:5]1([C:8]2[CH:13]=[CH:12][C:11]([C:14]3[CH:19]=[CH:18][C:17]([C:20]4[CH:21]=[N:22][N:23]([CH3:37])[C:24]=4[NH:25][C:26](=[O:36])[CH2:27][C@@H:28]([C:30]4[CH:35]=[CH:34][CH:33]=[CH:32][CH:31]=4)[CH3:29])=[CH:16][CH:15]=3)=[CH:10][CH:9]=2)[CH2:7][CH2:6]1)=[O:4].[OH-].[Na+], predict the reaction product. (4) The product is: [NH:1]1[C:5]2[CH2:6][CH2:7][CH2:8][CH2:9][C:4]=2[N:3]=[C:2]1[CH2:10][N:11]([CH:27]1[C:36]2[N:35]=[CH:34][CH:33]=[CH:32][C:31]=2[CH2:30][CH2:29][CH2:28]1)[CH2:12][CH2:13][CH2:14][CH2:15][NH2:16]. Given the reactants [NH:1]1[C:5]2[CH2:6][CH2:7][CH2:8][CH2:9][C:4]=2[N:3]=[C:2]1[CH2:10][N:11]([CH:27]1[C:36]2[N:35]=[CH:34][CH:33]=[CH:32][C:31]=2[CH2:30][CH2:29][CH2:28]1)[CH2:12][CH2:13][CH2:14][CH2:15][N:16]1C(=O)C2C(=CC=CC=2)C1=O.O.NN, predict the reaction product. (5) Given the reactants [O-][CH2:2][CH3:3].[Na+].[C:5]1([NH:11][C:12](=[S:19])[C:13]2[CH:18]=[CH:17][CH:16]=[CH:15][CH:14]=2)[CH:10]=[CH:9][CH:8]=[CH:7][CH:6]=1.C(O)C.ICC, predict the reaction product. The product is: [CH2:2]([S:19][C:12]([C:13]1[CH:18]=[CH:17][CH:16]=[CH:15][CH:14]=1)=[N:11][C:5]1[CH:6]=[CH:7][CH:8]=[CH:9][CH:10]=1)[CH3:3].